From a dataset of Full USPTO retrosynthesis dataset with 1.9M reactions from patents (1976-2016). Predict the reactants needed to synthesize the given product. (1) Given the product [C:1]([C:5]1[CH:11]=[C:9]2[C:8]([CH:12]=[N:25][NH:10]2)=[CH:7][CH:6]=1)([CH3:4])([CH3:3])[CH3:2], predict the reactants needed to synthesize it. The reactants are: [C:1]([C:5]1[CH:6]=[CH:7][C:8]([CH3:12])=[C:9]([CH:11]=1)[NH2:10])([CH3:4])([CH3:3])[CH3:2].C(OC(=O)C)(=O)C.C([O-])(=O)C.[K+].[N:25](OCCC(C)C)=O. (2) Given the product [C:17]([N:14]1[CH2:15][CH2:16][C@@H:12]([NH:11][S:8]([C:6]2[CH:7]=[C:2]([NH:1][C:39](=[O:40])[C:38]3[CH:42]=[CH:43][CH:44]=[CH:45][C:37]=3[O:36][CH3:35])[CH:3]=[CH:4][C:5]=2[O:24][CH3:25])(=[O:9])=[O:10])[CH2:13]1)#[N:28], predict the reactants needed to synthesize it. The reactants are: [NH2:1][C:2]1[CH:3]=[CH:4][C:5]([O:24][CH3:25])=[C:6]([S:8]([NH:11][C@@H:12]2[CH2:16][CH2:15][N:14]([C:17](OC(C)(C)C)=O)[CH2:13]2)(=[O:10])=[O:9])[CH:7]=1.CC[N:28](C(C)C)C(C)C.[CH3:35][O:36][C:37]1[CH:45]=[CH:44][CH:43]=[CH:42][C:38]=1[C:39](Cl)=[O:40].Cl.BrC#N.C(O)C(N)(CO)CO. (3) Given the product [CH2:1]([C:3]1[C:8]([O:9][CH2:10][O:11][CH3:12])=[C:7]([CH:29]=[O:30])[CH:6]=[CH:5][N:4]=1)[CH3:2], predict the reactants needed to synthesize it. The reactants are: [CH2:1]([C:3]1[C:8]([O:9][CH2:10][O:11][CH3:12])=[CH:7][CH:6]=[CH:5][N:4]=1)[CH3:2].CN(CCN(C)C)C.[Li]CCCC.CN([CH:29]=[O:30])C. (4) The reactants are: [CH2:1]([N:5]1[C:9](=[O:10])[C:8]2=[CH:11][C:12]([O:15][CH:16]([CH3:18])[CH3:17])=[CH:13][CH:14]=[C:7]2[C:6]1=[O:19])[CH:2]([CH3:4])[CH3:3].O. Given the product [CH:16]([O:15][C:12]1[CH:11]=[C:8]2[C:7](=[CH:14][CH:13]=1)[C:6](=[O:19])[N:5]([CH2:1][CH:2]([CH3:4])[CH3:3])[CH:9]2[OH:10])([CH3:18])[CH3:17], predict the reactants needed to synthesize it.